Dataset: Reaction yield outcomes from USPTO patents with 853,638 reactions. Task: Predict the reaction yield, written as a fraction of the theoretical maximum amount of product (1.0 means a 100% yield; for example, 0.34 means a 34% yield). (1) The reactants are [F:1][C:2]1[CH:11]=[CH:10][C:5]2[NH:6][C:7](=O)[NH:8][C:4]=2[CH:3]=1.P(Cl)(Cl)([Cl:14])=O. No catalyst specified. The product is [Cl:14][C:7]1[NH:8][C:4]2[CH:3]=[C:2]([F:1])[CH:11]=[CH:10][C:5]=2[N:6]=1. The yield is 0.820. (2) The reactants are Cl.[CH3:2][C:3]1([CH3:21])[CH2:7][C:6]2[C:8]([CH3:20])=[C:9]([N:14]3[CH2:19][CH2:18][NH:17][CH2:16][CH2:15]3)[C:10]([CH3:13])=[C:11]([CH3:12])[C:5]=2[O:4]1.Br[C:23]1[CH:28]=[CH:27][C:26]([CH3:29])=[C:25]([Cl:30])[CH:24]=1. No catalyst specified. The product is [Cl:30][C:25]1[CH:24]=[C:23]([N:17]2[CH2:16][CH2:15][N:14]([C:9]3[C:10]([CH3:13])=[C:11]([CH3:12])[C:5]4[O:4][C:3]([CH3:21])([CH3:2])[CH2:7][C:6]=4[C:8]=3[CH3:20])[CH2:19][CH2:18]2)[CH:28]=[CH:27][C:26]=1[CH3:29]. The yield is 0.580. (3) The reactants are C([O:8][C:9]1[CH:14]=[CH:13][C:12]([C@H:15]2[C@@H:19]([O:20][CH3:21])[C@H:18]([O:22][CH3:23])[C@H:17]([C:24]3[CH:29]=[CH:28][C:27]([O:30]CC4C=CC=CC=4)=[CH:26][CH:25]=3)[N:16]2[C:38]2[CH:43]=[CH:42][C:41]([C:44]([CH3:47])([CH3:46])[CH3:45])=[CH:40][CH:39]=2)=[CH:11][CH:10]=1)C1C=CC=CC=1. The catalyst is C(OCC)(=O)C.[Pd]. The yield is 1.00. The product is [C:44]([C:41]1[CH:40]=[CH:39][C:38]([N:16]2[C@@H:17]([C:24]3[CH:29]=[CH:28][C:27]([OH:30])=[CH:26][CH:25]=3)[C@@H:18]([O:22][CH3:23])[C@H:19]([O:20][CH3:21])[C@@H:15]2[C:12]2[CH:13]=[CH:14][C:9]([OH:8])=[CH:10][CH:11]=2)=[CH:43][CH:42]=1)([CH3:47])([CH3:45])[CH3:46]. (4) The reactants are Br[C:2]1[CH:14]=[CH:13][C:5]2[NH:6][C:7](=[O:12])[CH:8]([CH2:10][CH3:11])[S:9][C:4]=2[CH:3]=1.[N+:15]([C:18]1[CH:19]=[C:20](B(O)O)[CH:21]=[CH:22][CH:23]=1)([O-:17])=[O:16].C(=O)([O-])[O-].[K+].[K+]. The catalyst is C(COC)OC.C(O)C.O.C1C=CC([P]([Pd]([P](C2C=CC=CC=2)(C2C=CC=CC=2)C2C=CC=CC=2)([P](C2C=CC=CC=2)(C2C=CC=CC=2)C2C=CC=CC=2)[P](C2C=CC=CC=2)(C2C=CC=CC=2)C2C=CC=CC=2)(C2C=CC=CC=2)C2C=CC=CC=2)=CC=1. The product is [CH2:10]([CH:8]1[C:7](=[O:12])[NH:6][C:5]2[CH:13]=[CH:14][C:2]([C:22]3[CH:21]=[CH:20][CH:19]=[C:18]([N+:15]([O-:17])=[O:16])[CH:23]=3)=[CH:3][C:4]=2[S:9]1)[CH3:11]. The yield is 0.0730. (5) The product is [OH:1][C:2]1[CH:7]=[CH:6][C:5]([C:8](=[C:24]2[CH2:29][C:28]([CH3:31])([CH3:30])[CH2:27][C:26]([CH3:33])([CH3:32])[CH2:25]2)[C:9]2[CH:14]=[CH:13][C:12]([O:15][C:16]([CH3:23])([CH3:22])[C:17]([OH:19])=[O:18])=[CH:11][CH:10]=2)=[CH:4][CH:3]=1. The reactants are [OH:1][C:2]1[CH:7]=[CH:6][C:5]([C:8](=[C:24]2[CH2:29][C:28]([CH3:31])([CH3:30])[CH2:27][C:26]([CH3:33])([CH3:32])[CH2:25]2)[C:9]2[CH:14]=[CH:13][C:12]([O:15][C:16]([CH3:23])([CH3:22])[C:17]([O:19]CC)=[O:18])=[CH:11][CH:10]=2)=[CH:4][CH:3]=1.[OH-].[Na+].Cl. The yield is 0.820. The catalyst is C1COCC1.CCO. (6) The reactants are C[O:2][C:3](=[O:22])[CH2:4][CH:5]1[CH:9]([C:10]2[CH:15]=[CH:14][CH:13]=[CH:12][CH:11]=2)[S:8](=[O:17])(=[O:16])[C:7]2[CH:18]=[CH:19][CH:20]=[CH:21][C:6]1=2.Cl. The catalyst is O1CCOCC1. The product is [O:16]=[S:8]1(=[O:17])[CH:9]([C:10]2[CH:15]=[CH:14][CH:13]=[CH:12][CH:11]=2)[CH:5]([CH2:4][C:3]([OH:22])=[O:2])[C:6]2[CH:21]=[CH:20][CH:19]=[CH:18][C:7]1=2. The yield is 0.720.